Dataset: Reaction yield outcomes from USPTO patents with 853,638 reactions. Task: Predict the reaction yield, written as a fraction of the theoretical maximum amount of product (1.0 means a 100% yield; for example, 0.34 means a 34% yield). (1) The reactants are [CH:1]1([NH2:4])[CH2:3][CH2:2]1.F[C:6]1[CH:11]=[CH:10][CH:9]=[CH:8][C:7]=1[N+:12]([O-:14])=[O:13]. No catalyst specified. The product is [CH:1]1([NH:4][C:6]2[CH:11]=[CH:10][CH:9]=[CH:8][C:7]=2[N+:12]([O-:14])=[O:13])[CH2:3][CH2:2]1. The yield is 0.860. (2) The catalyst is C1(C)C=CC=CC=1. The product is [F:1][C:2]1[CH:7]=[C:6]([F:8])[CH:5]=[CH:4][C:3]=1[C:9]1[O:23][N:27]=[CH:26][C:10]=1[C:11]1[CH:12]=[CH:13][C:14]2[N:15]([C:17]([CH:20]([CH3:21])[CH3:22])=[N:18][N:19]=2)[N:16]=1. The yield is 0.580. The reactants are [F:1][C:2]1[CH:7]=[C:6]([F:8])[CH:5]=[CH:4][C:3]=1[C:9](=[O:23])[CH2:10][C:11]1[CH:12]=[CH:13][C:14]2[N:15]([C:17]([CH:20]([CH3:22])[CH3:21])=[N:18][N:19]=2)[N:16]=1.CO[CH:26](OC)[N:27](C)C.C([O-])(=O)C.[K+].Cl.NO. (3) The reactants are C(OC([N:8]([CH3:59])[C@H:9]([C:13]([NH:15][C@H:16]([C:20]([N:22]([C@@H:24]([C@@H:55]([CH3:58])[CH2:56][CH3:57])[C@H:25]([O:53][CH3:54])[CH2:26][C:27]([N:29]1[CH2:33][CH2:32][CH2:31][C@H:30]1[C@H:34]([O:51][CH3:52])[C@@H:35]([CH3:50])[C:36]([NH:38][C@H:39]([C:47]([OH:49])=O)[CH2:40][C:41]1[CH:46]=[CH:45][CH:44]=[CH:43][CH:42]=1)=[O:37])=[O:28])[CH3:23])=[O:21])[CH:17]([CH3:19])[CH3:18])=[O:14])C(C)C)=O)(C)(C)C.[NH:60]1[CH2:65][CH2:64][O:63][CH2:62][CH2:61]1.[CH:66]1[CH:67]=CC2N(O)N=NC=2[CH:71]=1.FC(F)(F)C(O)=O.O=[CH:84][CH2:85][CH2:86][C:87]([OH:89])=[O:88].C([BH3-])#N.[Na+]. The catalyst is C(Cl)CCl. The product is [C:87]([CH2:86][CH2:85][CH2:84][N:8]([CH3:59])[C@H:9]([C:13]([NH:15][C@H:16]([C:20]([N:22]([C@@H:24]([C@@H:55]([CH3:58])[CH2:56][CH3:57])[C@H:25]([O:53][CH3:54])[CH2:26][C:27]([N:29]1[CH2:33][CH2:32][CH2:31][C@H:30]1[C@H:34]([O:51][CH3:52])[C@@H:35]([CH3:50])[C:36]([NH:38][C@@H:39]([CH2:40][C:41]1[CH:46]=[CH:45][CH:44]=[CH:43][CH:42]=1)[C:47]([N:60]1[CH2:65][CH2:64][O:63][CH2:62][CH2:61]1)=[O:49])=[O:37])=[O:28])[CH3:23])=[O:21])[CH:17]([CH3:19])[CH3:18])=[O:14])[CH:66]([CH3:67])[CH3:71])([OH:89])=[O:88]. The yield is 0.760.